The task is: Predict which catalyst facilitates the given reaction.. This data is from Catalyst prediction with 721,799 reactions and 888 catalyst types from USPTO. (1) Reactant: [OH:1][C:2]1[CH:10]=[CH:9][C:5]([C:6]([OH:8])=[O:7])=[CH:4][C:3]=1[CH3:11].[OH-].C([P+](CCCC)(CCCC)CCCC)CCC.Br[CH2:31][CH2:32][O:33][CH3:34].Cl. Product: [CH3:34][O:33][CH2:32][CH2:31][O:1][C:2]1[CH:10]=[CH:9][C:5]([C:6]([OH:8])=[O:7])=[CH:4][C:3]=1[CH3:11]. The catalyst class is: 1. (2) Reactant: Cl[C:2]1[CH:7]=[C:6]([CH:8]([OH:10])[CH3:9])[CH:5]=[CH:4][N:3]=1.O.[NH2:12][NH2:13]. Product: [NH:12]([C:2]1[CH:7]=[C:6]([CH:8]([OH:10])[CH3:9])[CH:5]=[CH:4][N:3]=1)[NH2:13]. The catalyst class is: 275. (3) Reactant: [NH2:1][C:2]1[C:11]([C:12]([C:14]2[CH:19]=[CH:18][C:17]([CH3:20])=[CH:16][CH:15]=2)=O)=[CH:10][C:9]2[C:4](=[CH:5][CH:6]=[CH:7][CH:8]=2)[N:3]=1.[C:21](OCC)(=[O:28])[CH2:22][C:23]([O:25][CH2:26][CH3:27])=[O:24].[O-]CC.[Na+]. Product: [OH:28][C:21]1[C:22]([C:23]([O:25][CH2:26][CH3:27])=[O:24])=[C:12]([C:14]2[CH:19]=[CH:18][C:17]([CH3:20])=[CH:16][CH:15]=2)[C:11]2[CH:10]=[C:9]3[CH:8]=[CH:7][CH:6]=[CH:5][C:4]3=[N:3][C:2]=2[N:1]=1. The catalyst class is: 8. (4) Reactant: [NH2:1][C:2]1[N:11]=[CH:10][C:9]2[CH:8]=[CH:7][C:6]3[C:12]([C:16]([NH2:18])=[O:17])=[N:13][N:14]([CH3:15])[C:5]=3[C:4]=2[N:3]=1.N1C=CC=CC=1.[C:25]1([CH2:31][C:32](Cl)=[O:33])[CH:30]=[CH:29][CH:28]=[CH:27][CH:26]=1. Product: [CH3:15][N:14]1[C:5]2[C:4]3[N:3]=[C:2]([NH:1][C:32](=[O:33])[CH2:31][C:25]4[CH:30]=[CH:29][CH:28]=[CH:27][CH:26]=4)[N:11]=[CH:10][C:9]=3[CH:8]=[CH:7][C:6]=2[C:12]([C:16]([NH2:18])=[O:17])=[N:13]1. The catalyst class is: 7.